Predict the reaction yield, written as a fraction of the theoretical maximum amount of product (1.0 means a 100% yield; for example, 0.34 means a 34% yield). From a dataset of Reaction yield outcomes from USPTO patents with 853,638 reactions. (1) The reactants are [OH:1][C:2]1(/[CH:17]=[CH:18]/[C:19]2[CH:28]=[CH:27][CH:26]=[C:25]([CH3:29])[C:20]=2[C:21]([O:23][CH3:24])=[O:22])[C:13]([CH3:15])([CH3:14])[CH2:12][C:5]2(OC(C)C(C)[O:6]2)[CH:4]=[C:3]1[CH3:16].O. The catalyst is CC(C)=O.Cl. The product is [OH:1][C:2]1(/[CH:17]=[CH:18]/[C:19]2[CH:28]=[CH:27][CH:26]=[C:25]([CH3:29])[C:20]=2[C:21]([O:23][CH3:24])=[O:22])[C:13]([CH3:15])([CH3:14])[CH2:12][C:5](=[O:6])[CH:4]=[C:3]1[CH3:16]. The yield is 0.190. (2) The reactants are [Cl:1][C:2]1[C:3]2[C@H:10]([CH3:11])[CH2:9][CH2:8][C:4]=2[N:5]=[CH:6][N:7]=1.C1C=C(Cl)C=C(C(OO)=[O:20])C=1.[O-]S([O-])(=S)=O.[Na+].[Na+].C([O-])([O-])=O.[Na+].[Na+]. The catalyst is C(Cl)(Cl)Cl.O. The product is [Cl:1][C:2]1[N:7]=[CH:6][N+:5]([O-:20])=[C:4]2[CH2:8][CH2:9][C@@H:10]([CH3:11])[C:3]=12. The yield is 0.530. (3) The reactants are [CH3:1][NH:2][CH2:3][CH2:4][N:5]1[CH:9]=[CH:8][CH:7]=[CH:6]1.O=[C:11]1[CH2:16][CH2:15][N:14]([C:17]([O:19][C:20]([CH3:23])([CH3:22])[CH3:21])=[O:18])[CH2:13][CH2:12]1.CC1C=CC(S(O)(=O)=O)=CC=1.O. The catalyst is C(O)C. The product is [CH3:1][N:2]1[C:11]2([CH2:16][CH2:15][N:14]([C:17]([O:19][C:20]([CH3:23])([CH3:22])[CH3:21])=[O:18])[CH2:13][CH2:12]2)[C:6]2=[CH:7][CH:8]=[CH:9][N:5]2[CH2:4][CH2:3]1. The yield is 0.780.